Dataset: NCI-60 drug combinations with 297,098 pairs across 59 cell lines. Task: Regression. Given two drug SMILES strings and cell line genomic features, predict the synergy score measuring deviation from expected non-interaction effect. (1) Drug 1: C1=NC2=C(N1)C(=S)N=C(N2)N. Drug 2: CCN(CC)CCCC(C)NC1=C2C=C(C=CC2=NC3=C1C=CC(=C3)Cl)OC. Cell line: PC-3. Synergy scores: CSS=37.1, Synergy_ZIP=-3.55, Synergy_Bliss=2.24, Synergy_Loewe=0.0933, Synergy_HSA=4.36. (2) Synergy scores: CSS=33.8, Synergy_ZIP=0.245, Synergy_Bliss=0.343, Synergy_Loewe=-14.9, Synergy_HSA=0.712. Drug 1: C1=NC(=NC(=O)N1C2C(C(C(O2)CO)O)O)N. Cell line: SNB-75. Drug 2: CC1CCCC2(C(O2)CC(NC(=O)CC(C(C(=O)C(C1O)C)(C)C)O)C(=CC3=CSC(=N3)C)C)C.